Predict which catalyst facilitates the given reaction. From a dataset of Catalyst prediction with 721,799 reactions and 888 catalyst types from USPTO. (1) Reactant: CS(C)=O.[H-].[Na+].[I-].[CH3:8][S+](C)C.[Cl:12][C:13]1[CH:14]=[C:15]([C:20](=[O:22])[CH3:21])[CH:16]=[CH:17][C:18]=1[Cl:19]. Product: [Cl:12][C:13]1[CH:14]=[C:15]([C:20]2([CH3:8])[CH2:21][O:22]2)[CH:16]=[CH:17][C:18]=1[Cl:19]. The catalyst class is: 1. (2) Reactant: [Br:1][C:2]1[CH:10]=[C:9]2[C:5]([C:6]([CH3:11])=[N:7][NH:8]2)=[CH:4][CH:3]=1.[H-].[Na+].Cl[C:15]1[CH:20]=[C:19]([CH3:21])[N:18]=[C:17]([NH2:22])[N:16]=1. Product: [Br:1][C:2]1[CH:10]=[C:9]2[C:5]([C:6]([CH3:11])=[N:7][N:8]2[C:15]2[CH:20]=[C:19]([CH3:21])[N:18]=[C:17]([NH2:22])[N:16]=2)=[CH:4][CH:3]=1. The catalyst class is: 618.